Dataset: Forward reaction prediction with 1.9M reactions from USPTO patents (1976-2016). Task: Predict the product of the given reaction. (1) Given the reactants C[Si]([N-][Si](C)(C)C)(C)C.[Na+].[O:11]1[CH2:16][CH2:15][CH:14]([CH2:17][C:18]([O:20][CH2:21][C:22]2[CH:27]=[CH:26][CH:25]=[CH:24][CH:23]=2)=[O:19])[CH2:13][CH2:12]1.C1C[O:31]CC1, predict the reaction product. The product is: [OH:31][CH:17]([CH:14]1[CH2:13][CH2:12][O:11][CH2:16][CH2:15]1)[C:18]([O:20][CH2:21][C:22]1[CH:23]=[CH:24][CH:25]=[CH:26][CH:27]=1)=[O:19]. (2) The product is: [Br:1][C:2]1[CH:7]=[CH:6][C:5]2[N:8]=[C:9]([C:10]3[CH:15]=[CH:14][C:13]([S:16]([CH3:19])(=[O:18])=[O:17])=[CH:12][C:11]=3[F:20])[S:21][C:4]=2[CH:3]=1. Given the reactants [Br:1][C:2]1[CH:7]=[CH:6][C:5]([NH:8][C:9](=[S:21])[C:10]2[CH:15]=[CH:14][C:13]([S:16]([CH3:19])(=[O:18])=[O:17])=[CH:12][C:11]=2[F:20])=[C:4](F)[CH:3]=1.C([O-])([O-])=O.[Na+].[Na+].CCOC(C)=O.O, predict the reaction product. (3) The product is: [NH2:49][C:50]1[C:55]2[NH:56][C:57]([C@@H:59]([NH:61][C:5](=[O:7])[C:4]3[CH:8]=[CH:9][C:10]([C:11]([N:13]4[CH2:17][CH2:16][CH2:15][CH2:14]4)=[O:12])=[C:2]([CH3:1])[CH:3]=3)[CH3:60])=[N:58][C:54]=2[CH:53]=[C:52]([Cl:62])[CH:51]=1. Given the reactants [CH3:1][C:2]1[CH:3]=[C:4]([CH:8]=[CH:9][C:10]=1[C:11]([N:13]1[CH2:17][CH2:16][CH2:15][CH2:14]1)=[O:12])[C:5]([OH:7])=O.CN(C(ON1N=NC2C=CC=CC1=2)=[N+](C)C)C.[B-](F)(F)(F)F.C(N(C(C)C)CC)(C)C.[NH2:49][C:50]1[C:55]2[NH:56][C:57]([C@@H:59]([NH2:61])[CH3:60])=[N:58][C:54]=2[CH:53]=[C:52]([Cl:62])[CH:51]=1.ClCCl.C(O)C.N.ClCl, predict the reaction product. (4) The product is: [NH:20]1[C:21]2[C:26](=[CH:25][CH:24]=[CH:23][CH:22]=2)[C:18]([C:16]2[NH:15][C:12]3[C:11]([N:17]=2)=[CH:10][C:9]2[C:8]([CH3:27])([CH3:28])[C:7](=[O:29])[N:6]([CH2:5][C:4]([OH:30])=[O:3])[C:14]=2[CH:13]=3)=[N:19]1. Given the reactants C([O:3][C:4](=[O:30])[CH2:5][N:6]1[C:14]2[CH:13]=[C:12]3[NH:15][C:16]([C:18]4[C:26]5[C:21](=[CH:22][CH:23]=[CH:24][CH:25]=5)[NH:20][N:19]=4)=[N:17][C:11]3=[CH:10][C:9]=2[C:8]([CH3:28])([CH3:27])[C:7]1=[O:29])C.[OH-].[Li+].O, predict the reaction product. (5) Given the reactants [NH2:1][C:2]1[CH:6]=[CH:5][S:4][C:3]=1[C:7]([NH2:9])=[O:8].[Cl:10][C:11]1[CH:16]=[C:15]([CH:17]=O)[C:14]([F:19])=[CH:13][N:12]=1.CO.ClC1C(=O)C(C#N)=C(C#N)C(=O)C=1Cl, predict the reaction product. The product is: [Cl:10][C:11]1[CH:16]=[C:15]([C:17]2[N:9]=[C:7]([OH:8])[C:3]3[S:4][CH:5]=[CH:6][C:2]=3[N:1]=2)[C:14]([F:19])=[CH:13][N:12]=1.